This data is from Catalyst prediction with 721,799 reactions and 888 catalyst types from USPTO. The task is: Predict which catalyst facilitates the given reaction. (1) Reactant: [OH-].[Li+].[Cl:3][C:4]1[C:8]([Cl:9])=[C:7]([CH3:10])[NH:6][C:5]=1[C:11]([NH:13][CH:14]1[CH2:19][CH2:18][N:17]([CH:20]2[CH2:24][NH:23][C@H:22]([C:25]([O:27]C)=[O:26])[CH2:21]2)[CH2:16][CH2:15]1)=[O:12].Cl. Product: [Cl:3][C:4]1[C:8]([Cl:9])=[C:7]([CH3:10])[NH:6][C:5]=1[C:11]([NH:13][CH:14]1[CH2:15][CH2:16][N:17]([CH:20]2[CH2:24][NH:23][C@H:22]([C:25]([OH:27])=[O:26])[CH2:21]2)[CH2:18][CH2:19]1)=[O:12]. The catalyst class is: 47. (2) Reactant: [O:1]=[C:2]1[CH2:7][CH2:6][CH2:5][CH2:4][C:3]1([CH2:14][CH2:15][C:16]([OH:18])=O)[C:8]1[CH:13]=[CH:12][CH:11]=[CH:10][CH:9]=1.CC1(C)[O:24][C@H:23]([CH2:25][O:26][C:27]2[C:36]([CH3:37])=[CH:35][C:30]([C:31](=[NH:34])[NH:32]O)=[CH:29][C:28]=2[CH3:38])[CH2:22][O:21]1.C(N=C=NC(C)C)(C)C.[F-].C([N+](CCCC)(CCCC)CCCC)CCC.C1COCC1.C(O)(C(F)(F)[F:75])=O. Product: [OH:24][C@@H:23]([CH2:22][OH:21])[CH2:25][O:26][C:27]1[C:36]([CH3:37])=[CH:35][C:30]([C:31]2[N:34]=[C:16]([CH2:15][CH2:14][C:3]3([C:8]4[CH:9]=[CH:10][C:11]([F:75])=[CH:12][CH:13]=4)[CH2:4][CH2:5][CH2:6][CH2:7][C:2]3=[O:1])[O:18][N:32]=2)=[CH:29][C:28]=1[CH3:38]. The catalyst class is: 4. (3) Reactant: F[C:2](F)(F)[S:3]([O-])(=O)=O.[CH2:9]([O:11][C:12]1[CH:17]=[CH:16][C:15]([C:18]2[C:19](O)=[C:20]([F:24])[CH:21]=[CH:22][CH:23]=2)=[C:14]([F:26])[C:13]=1[F:27])[CH3:10].S[CH:29](C)[C:30]([O:32][CH2:33][CH3:34])=[O:31].C1(P(C2C=CC=CC=2)C2C=CC=CC=2OC2C=CC=CC=2P(C2C=CC=CC=2)C2C=CC=CC=2)C=CC=CC=1.C(=O)([O-])[O-].[K+].[K+]. Product: [CH2:9]([O:11][C:12]1[CH:17]=[CH:16][C:15]([C:18]2[CH:23]=[CH:22][CH:21]=[C:20]([F:24])[C:19]=2[S:3][CH2:2][CH2:29][C:30]([O:32][CH2:33][CH3:34])=[O:31])=[C:14]([F:26])[C:13]=1[F:27])[CH3:10]. The catalyst class is: 491. (4) Reactant: [F:1][C:2]1[CH:7]=[CH:6][CH:5]=[CH:4][C:3]=1[C:8]1[NH:9][CH:10]=[C:11]([CH:13]=[O:14])[N:12]=1.[H-].[Na+].C1OCCOCCOCCOCCOC1.[CH3:32][C:33]1[S:37][C:36]([S:38](Cl)(=[O:40])=[O:39])=[CH:35][CH:34]=1. Product: [F:1][C:2]1[CH:7]=[CH:6][CH:5]=[CH:4][C:3]=1[C:8]1[N:9]([S:38]([C:36]2[S:37][C:33]([CH3:32])=[CH:34][CH:35]=2)(=[O:40])=[O:39])[CH:10]=[C:11]([CH:13]=[O:14])[N:12]=1. The catalyst class is: 685. (5) Reactant: [CH3:1][O:2][C:3]1[CH:4]=[CH:5][CH:6]=[C:7]2[C:11]=1[N:10]([CH2:12][CH2:13][CH2:14][N:15]1[CH2:20][CH2:19][CH:18]([O:21][CH2:22][CH2:23][CH3:24])[CH2:17][CH2:16]1)[CH:9]=[C:8]2[C:25](=O)[CH3:26].N(C)C. Product: [CH2:25]([C:8]1[C:7]2[C:11](=[C:3]([O:2][CH3:1])[CH:4]=[CH:5][CH:6]=2)[N:10]([CH2:12][CH2:13][CH2:14][N:15]2[CH2:16][CH2:17][CH:18]([O:21][CH2:22][CH2:23][CH3:24])[CH2:19][CH2:20]2)[CH:9]=1)[CH3:26]. The catalyst class is: 388.